Predict the reactants needed to synthesize the given product. From a dataset of Full USPTO retrosynthesis dataset with 1.9M reactions from patents (1976-2016). (1) Given the product [N:16]1[C:15]2[C:10](=[N:11][CH:12]=[CH:13][CH:14]=2)[NH:9][C:4]=1[CH2:3][C:1]#[N:2], predict the reactants needed to synthesize it. The reactants are: [C:1]([CH2:3][C:4](OCC)=O)#[N:2].[NH2:9][C:10]1[C:15]([NH2:16])=[CH:14][CH:13]=[CH:12][N:11]=1. (2) Given the product [N:34]1[CH:35]=[CH:36][N:37]=[CH:38][C:33]=1[C@:21]12[CH2:23][NH:24][CH2:25][C@H:20]1[CH2:19][S:18][C:17]([NH:16][C:8](=[O:15])[C:9]1[CH:14]=[CH:13][CH:12]=[CH:11][CH:10]=1)=[N:22]2, predict the reactants needed to synthesize it. The reactants are: FC(F)(F)C(O)=O.[C:8]([NH:16][C:17]1[S:18][CH2:19][C@@H:20]2[CH2:25][N:24](C(OC(C)(C)C)=O)[CH2:23][C@:21]2([C:33]2[CH:38]=[N:37][CH:36]=[CH:35][N:34]=2)[N:22]=1)(=[O:15])[C:9]1[CH:14]=[CH:13][CH:12]=[CH:11][CH:10]=1.